Predict the product of the given reaction. From a dataset of Forward reaction prediction with 1.9M reactions from USPTO patents (1976-2016). (1) Given the reactants [C:1]([O:5][C:6]([NH:8][C@@H:9]([CH2:13][CH:14]([CH3:16])[CH3:15])[C:10]([OH:12])=O)=[O:7])([CH3:4])([CH3:3])[CH3:2].[CH3:17]N1CCOCC1.ClCCOC=O.[N+](=C)=[N-].[BrH:33].C(O)(=O)C, predict the reaction product. The product is: [Br:33][CH2:17][C:10](=[O:12])[C@@H:9]([NH:8][C:6]([O:5][C:1]([CH3:2])([CH3:3])[CH3:4])=[O:7])[CH2:13][CH:14]([CH3:16])[CH3:15]. (2) Given the reactants O1C=CC=C1[C:6]1[C:14]2[C:13]([CH3:15])=[N:12][CH:11]=[N:10][C:9]=2[N:8]([C@@H:16]2[O:22][C@H:21]([CH2:23][OH:24])[C@@H:19]([OH:20])[C@H:17]2[OH:18])[CH:7]=1.BrC1C2C(C)=NC=NC=2N([C@@H:36]2[O:42][C@H:41](CO)[C@@H:39](O)[C@H:37]2O)C=1.O1C=CC(B(O)O)=C1, predict the reaction product. The product is: [O:42]1[CH:36]=[CH:37][C:39]([C:6]2[C:14]3[C:13]([CH3:15])=[N:12][CH:11]=[N:10][C:9]=3[N:8]([C@@H:16]3[O:22][C@H:21]([CH2:23][OH:24])[C@@H:19]([OH:20])[C@H:17]3[OH:18])[CH:7]=2)=[CH:41]1. (3) The product is: [CH3:16][C:6]([NH2:5])([CH3:15])[CH2:7][C:8]1[CH:13]=[CH:12][C:11]([CH3:14])=[CH:10][CH:9]=1. Given the reactants ClCC([NH:5][C:6]([CH3:16])([CH3:15])[CH2:7][C:8]1[CH:13]=[CH:12][C:11]([CH3:14])=[CH:10][CH:9]=1)=O.NC(N)=S.C(O)(=O)C.[OH-].[Na+], predict the reaction product. (4) Given the reactants Cl[CH2:2][CH2:3][CH2:4][S:5]([NH:8][C:9]1[CH:14]=[CH:13][C:12]([CH:15]([O:20][CH3:21])[C:16]([O:18][CH3:19])=[O:17])=[CH:11][CH:10]=1)(=[O:7])=[O:6].C(N(CC)C(C)C)(C)C, predict the reaction product. The product is: [O:6]=[S:5]1(=[O:7])[CH2:4][CH2:3][CH2:2][N:8]1[C:9]1[CH:14]=[CH:13][C:12]([CH:15]([O:20][CH3:21])[C:16]([O:18][CH3:19])=[O:17])=[CH:11][CH:10]=1. (5) Given the reactants [NH:1]1[C:9]2[C:4](=[CH:5][CH:6]=[CH:7][N:8]=2)[CH:3]=[CH:2]1.[I:10]I.[I-].[K+].[OH-].[Na+], predict the reaction product. The product is: [I:10][C:3]1[C:4]2[C:9](=[N:8][CH:7]=[CH:6][CH:5]=2)[NH:1][CH:2]=1. (6) Given the reactants Br[C:2]1[CH:15]=[C:14]2[C:5]([O:6][CH:7]3[CH:12]([C:13]42[CH2:19][O:18][C:17]([NH2:20])=[N:16]4)[CH2:11][CH2:10][CH2:9][CH2:8]3)=[CH:4][CH:3]=1.[Cl:21][C:22]1[CH:23]=[C:24](B(O)O)[CH:25]=[N:26][CH:27]=1.C(=O)([O-])[O-].[K+].[K+], predict the reaction product. The product is: [Cl:21][C:22]1[CH:23]=[C:24]([C:2]2[CH:15]=[C:14]3[C:5]([O:6][CH:7]4[CH:12]([C:13]53[CH2:19][O:18][C:17]([NH2:20])=[N:16]5)[CH2:11][CH2:10][CH2:9][CH2:8]4)=[CH:4][CH:3]=2)[CH:25]=[N:26][CH:27]=1.